This data is from Forward reaction prediction with 1.9M reactions from USPTO patents (1976-2016). The task is: Predict the product of the given reaction. (1) Given the reactants [C:1]1([C:22]2[CH:27]=[CH:26][CH:25]=[CH:24][CH:23]=2)[CH:6]=[CH:5][CH:4]=[CH:3][C:2]=1[NH:7][C:8]([O:10][CH:11]1[CH2:16][CH2:15][N:14]([CH2:17][CH2:18][C:19]([OH:21])=O)[CH2:13][CH2:12]1)=[O:9].CCN(C(C)C)C(C)C.[NH2:37][CH2:38][C:39]1[CH:40]=[C:41]([CH:44]=[CH:45][CH:46]=1)[CH2:42][OH:43].CCN=C=NCCCN(C)C, predict the reaction product. The product is: [OH:43][CH2:42][C:41]1[CH:40]=[C:39]([CH:46]=[CH:45][CH:44]=1)[CH2:38][NH:37][C:19]([CH2:18][CH2:17][N:14]1[CH2:13][CH2:12][CH:11]([O:10][C:8](=[O:9])[NH:7][C:2]2[CH:3]=[CH:4][CH:5]=[CH:6][C:1]=2[C:22]2[CH:27]=[CH:26][CH:25]=[CH:24][CH:23]=2)[CH2:16][CH2:15]1)=[O:21]. (2) Given the reactants ClC1C(O[C@@H]2CCCN(CC3C=CC(F)=CC=3Cl)C2)=CC(F)=C(C=1)C(OC)=O.[CH:29]1([C:32]2[C:33]([O:43][C@@H:44]3[CH2:49][CH2:48][CH2:47][N:46]([C:50]4[CH:55]=[C:54]([Cl:56])[CH:53]=[C:52]([Cl:57])[CH:51]=4)[CH2:45]3)=[CH:34][C:35]([F:42])=[C:36]([CH:41]=2)[C:37]([O:39]C)=[O:38])[CH2:31][CH2:30]1, predict the reaction product. The product is: [CH:29]1([C:32]2[C:33]([O:43][C@@H:44]3[CH2:49][CH2:48][CH2:47][N:46]([C:50]4[CH:51]=[C:52]([Cl:57])[CH:53]=[C:54]([Cl:56])[CH:55]=4)[CH2:45]3)=[CH:34][C:35]([F:42])=[C:36]([CH:41]=2)[C:37]([OH:39])=[O:38])[CH2:31][CH2:30]1. (3) Given the reactants NC1C=CC2N=CN(C(C3C=CC=CC=3)CC(OCC)=O)C=2C=1.N1C2C(=CC=CC=2)C(CCC(O)=O)=C1.[NH:38]1[C:46]2[C:41](=[CH:42][CH:43]=[CH:44][CH:45]=2)[C:40]([CH2:47][CH2:48][C:49]([NH:51][C:52]2[CH:53]=[CH:54][C:55]3[N:59]=[CH:58][N:57]([CH:60]([C:67]4[CH:72]=[CH:71][CH:70]=[CH:69][CH:68]=4)[CH2:61][C:62]([O:64]CC)=[O:63])[C:56]=3[CH:73]=2)=[O:50])=[CH:39]1.[OH-].[Na+], predict the reaction product. The product is: [NH:38]1[C:46]2[C:41](=[CH:42][CH:43]=[CH:44][CH:45]=2)[C:40]([CH2:47][CH2:48][C:49]([NH:51][C:52]2[CH:53]=[CH:54][C:55]3[N:59]=[CH:58][N:57]([CH:60]([C:67]4[CH:68]=[CH:69][CH:70]=[CH:71][CH:72]=4)[CH2:61][C:62]([OH:64])=[O:63])[C:56]=3[CH:73]=2)=[O:50])=[CH:39]1. (4) Given the reactants Br[C:2]1[C:10]2[C:9]([N:11]3[CH2:16][CH2:15][C:14]([NH:21][C:22]([O:24][C:25]([CH3:28])([CH3:27])[CH3:26])=[O:23])([C:17]([O:19][CH3:20])=[O:18])[CH2:13][CH2:12]3)=[N:8][CH:7]=[N:6][C:5]=2[N:4]([S:29]([C:32]2[CH:38]=[CH:37][C:35]([CH3:36])=[CH:34][CH:33]=2)(=[O:31])=[O:30])[CH:3]=1.[O-]P([O-])([O-])=O.[K+].[K+].[K+].C1(P([CH:60]2[CH2:65][CH2:64]CCC2)C2CCCCC2)CCCCC1.C1(B(O)O)CC1, predict the reaction product. The product is: [C:25]([O:24][C:22]([NH:21][C:14]1([C:17]([O:19][CH3:20])=[O:18])[CH2:15][CH2:16][N:11]([C:9]2[C:10]3[C:2]([CH:64]4[CH2:65][CH2:60]4)=[CH:3][N:4]([S:29]([C:32]4[CH:38]=[CH:37][C:35]([CH3:36])=[CH:34][CH:33]=4)(=[O:31])=[O:30])[C:5]=3[N:6]=[CH:7][N:8]=2)[CH2:12][CH2:13]1)=[O:23])([CH3:28])([CH3:27])[CH3:26]. (5) Given the reactants [CH2:1]([O:3][C:4]1[CH:5]=[C:6]([O:26][CH:27]([CH3:29])[CH3:28])[C:7]([F:25])=[C:8]([N:10]([CH2:19][C:20]2[CH:24]=[CH:23][NH:22][N:21]=2)[C:11]2[CH:18]=[CH:17][C:14]([C:15]#[N:16])=[CH:13][CH:12]=2)[CH:9]=1)[CH3:2].N1C=CC=CC=1.[C:36]1(B(O)O)[CH:41]=[CH:40][CH:39]=[CH:38][CH:37]=1.B(O)O, predict the reaction product. The product is: [CH2:1]([O:3][C:4]1[CH:5]=[C:6]([O:26][CH:27]([CH3:28])[CH3:29])[C:7]([F:25])=[C:8]([N:10]([CH2:19][C:20]2[CH:24]=[CH:23][N:22]([C:36]3[CH:41]=[CH:40][CH:39]=[CH:38][CH:37]=3)[N:21]=2)[C:11]2[CH:12]=[CH:13][C:14]([C:15]#[N:16])=[CH:17][CH:18]=2)[CH:9]=1)[CH3:2]. (6) Given the reactants [CH3:1][C:2]1([CH3:18])[CH:7]2[CH2:8][CH:3]1[CH2:4][CH:5]=[C:6]2[C:9]1([CH3:17])[N:13]([CH3:14])[C:12](=[O:15])[NH:11][C:10]1=[O:16].Br[CH2:20][C:21]([C:23]1[CH:28]=[CH:27][CH:26]=[CH:25][CH:24]=1)=[O:22], predict the reaction product. The product is: [CH3:1][C:2]1([CH3:18])[CH:7]2[CH2:8][CH:3]1[CH2:4][CH:5]=[C:6]2[C:9]1([CH3:17])[N:13]([CH3:14])[C:12](=[O:15])[N:11]([CH2:20][C:21](=[O:22])[C:23]2[CH:28]=[CH:27][CH:26]=[CH:25][CH:24]=2)[C:10]1=[O:16]. (7) Given the reactants [F:1][C:2]1[C:3]([F:22])=[N:4][CH:5]=[C:6]([C:10]=1[NH:11][C:12]1[CH:20]=[C:19]2[C:15]([CH:16]=[N:17][N:18]2[CH3:21])=[CH:14][CH:13]=1)[C:7]([OH:9])=[O:8].[CH3:23][Si](C=[N+]=[N-])(C)C.C(O)(=O)C, predict the reaction product. The product is: [F:1][C:2]1[C:3]([F:22])=[N:4][CH:5]=[C:6]([C:10]=1[NH:11][C:12]1[CH:20]=[C:19]2[C:15]([CH:16]=[N:17][N:18]2[CH3:21])=[CH:14][CH:13]=1)[C:7]([O:9][CH3:23])=[O:8].